This data is from Full USPTO retrosynthesis dataset with 1.9M reactions from patents (1976-2016). The task is: Predict the reactants needed to synthesize the given product. (1) Given the product [CH3:4][C:5]1[NH:6][C:7]2[C:12]([C:13]=1[C:25]([C:18]1[C:19]3[C:24](=[CH:23][CH:22]=[CH:21][CH:20]=3)[C:15]([CH3:14])=[CH:16][CH:17]=1)=[O:26])=[CH:11][CH:10]=[CH:9][CH:8]=2, predict the reactants needed to synthesize it. The reactants are: C[Mg+].[Br-].[CH3:4][C:5]1[NH:6][C:7]2[C:12]([CH:13]=1)=[CH:11][CH:10]=[CH:9][CH:8]=2.[CH3:14][C:15]1[C:24]2[C:19](=[CH:20][CH:21]=[CH:22][CH:23]=2)[C:18]([C:25](Cl)=[O:26])=[CH:17][CH:16]=1. (2) Given the product [C:19]([O:22][CH2:15][CH2:14][CH2:13][N:7]1[CH:6]=[C:5]([CH:17]=[O:18])[C:4]2[C:9](=[CH:10][CH:11]=[C:2]([Br:1])[CH:3]=2)[C:8]1=[O:12])(=[O:21])[CH3:20], predict the reactants needed to synthesize it. The reactants are: [Br:1][C:2]1[CH:3]=[C:4]2[C:9](=[CH:10][CH:11]=1)[C:8](=[O:12])[N:7]([CH2:13][CH2:14][CH2:15]Cl)[CH:6]=[C:5]2[CH:17]=[O:18].[C:19]([O-:22])(=[O:21])[CH3:20].[Na+].